From a dataset of Peptide-MHC class II binding affinity with 134,281 pairs from IEDB. Regression. Given a peptide amino acid sequence and an MHC pseudo amino acid sequence, predict their binding affinity value. This is MHC class II binding data. (1) The peptide sequence is AFKGAATAANAAPAN. The MHC is HLA-DPA10103-DPB10301 with pseudo-sequence HLA-DPA10103-DPB10301. The binding affinity (normalized) is 0.286. (2) The peptide sequence is TVWAQSAAFPAFKPE. The MHC is HLA-DQA10501-DQB10201 with pseudo-sequence HLA-DQA10501-DQB10201. The binding affinity (normalized) is 0.277. (3) The peptide sequence is AFKVAATAANAHPAN. The MHC is HLA-DPA10201-DPB11401 with pseudo-sequence HLA-DPA10201-DPB11401. The binding affinity (normalized) is 0.745. (4) The peptide sequence is ENALSLLDKIYTSPLC. The MHC is DRB4_0101 with pseudo-sequence DRB4_0103. The binding affinity (normalized) is 0.360. (5) The peptide sequence is VDLFVFSTSFYLISI. The MHC is DRB1_0404 with pseudo-sequence DRB1_0404. The binding affinity (normalized) is 0.481.